Predict the product of the given reaction. From a dataset of Forward reaction prediction with 1.9M reactions from USPTO patents (1976-2016). Given the reactants [K+].[C:2]([O:6][C:7]([N:9]1[CH2:14][CH2:13][N:12]([C:15]([C:17]2[CH:22]=[CH:21][C:20]([CH:23]([C:33]3[CH:38]=[CH:37][CH:36]=[CH:35][CH:34]=3)[O:24][CH:25]([CH2:29][CH:30]([CH3:32])[CH3:31])[C:26]([O-])=[O:27])=[CH:19][CH:18]=2)=[O:16])[CH2:11][CH2:10]1)=[O:8])([CH3:5])([CH3:4])[CH3:3].Cl.[NH2:40][CH2:41][C:42]#[N:43], predict the reaction product. The product is: [C:42]([CH2:41][NH:40][C:26]([CH:25]([O:24][CH:23]([C:33]1[CH:38]=[CH:37][CH:36]=[CH:35][CH:34]=1)[C:20]1[CH:19]=[CH:18][C:17]([C:15]([N:12]2[CH2:11][CH2:10][N:9]([C:7]([O:6][C:2]([CH3:3])([CH3:4])[CH3:5])=[O:8])[CH2:14][CH2:13]2)=[O:16])=[CH:22][CH:21]=1)[CH2:29][CH:30]([CH3:32])[CH3:31])=[O:27])#[N:43].